Dataset: NCI-60 drug combinations with 297,098 pairs across 59 cell lines. Task: Regression. Given two drug SMILES strings and cell line genomic features, predict the synergy score measuring deviation from expected non-interaction effect. (1) Drug 1: C1=NC(=NC(=O)N1C2C(C(C(O2)CO)O)O)N. Drug 2: N.N.Cl[Pt+2]Cl. Cell line: SK-MEL-5. Synergy scores: CSS=57.1, Synergy_ZIP=-1.46, Synergy_Bliss=0.219, Synergy_Loewe=-1.05, Synergy_HSA=3.92. (2) Drug 1: C1C(C(OC1N2C=C(C(=O)NC2=O)F)CO)O. Drug 2: CCC1(CC2CC(C3=C(CCN(C2)C1)C4=CC=CC=C4N3)(C5=C(C=C6C(=C5)C78CCN9C7C(C=CC9)(C(C(C8N6C)(C(=O)OC)O)OC(=O)C)CC)OC)C(=O)OC)O.OS(=O)(=O)O. Cell line: SW-620. Synergy scores: CSS=23.1, Synergy_ZIP=5.86, Synergy_Bliss=0.901, Synergy_Loewe=-9.35, Synergy_HSA=-0.482. (3) Drug 1: C1=CC(=C2C(=C1NCCNCCO)C(=O)C3=C(C=CC(=C3C2=O)O)O)NCCNCCO. Drug 2: C(CC(=O)O)C(=O)CN.Cl. Cell line: CCRF-CEM. Synergy scores: CSS=61.6, Synergy_ZIP=-4.46, Synergy_Bliss=-3.12, Synergy_Loewe=-8.82, Synergy_HSA=-0.371. (4) Drug 1: CS(=O)(=O)C1=CC(=C(C=C1)C(=O)NC2=CC(=C(C=C2)Cl)C3=CC=CC=N3)Cl. Drug 2: CC(C)CN1C=NC2=C1C3=CC=CC=C3N=C2N. Cell line: HT29. Synergy scores: CSS=2.01, Synergy_ZIP=0.368, Synergy_Bliss=-2.85, Synergy_Loewe=-7.24, Synergy_HSA=-7.27. (5) Drug 1: CN(C)N=NC1=C(NC=N1)C(=O)N. Drug 2: C1CN(P(=O)(OC1)NCCCl)CCCl. Cell line: HOP-92. Synergy scores: CSS=0.884, Synergy_ZIP=0.168, Synergy_Bliss=0.156, Synergy_Loewe=-16.0, Synergy_HSA=-1.59. (6) Drug 1: C1CC2CC3=C(CC1C24CN(S(=O)(=O)N4)CC(F)(F)F)C=CC(=C3)C=CCN5CCC(CC5)C(F)(F)F. Drug 2: C1CC(CCC1OC2=C(C(=CC=C2)Cl)F)(CC3=NC(=CC=C3)NC4=NC=CS4)C(=O)O. Cell line: SK-OV-3. Synergy scores: CSS=30.7, Synergy_ZIP=8.68, Synergy_Bliss=15.7, Synergy_Loewe=12.8, Synergy_HSA=14.7. (7) Drug 1: CC1=CC2C(CCC3(C2CCC3(C(=O)C)OC(=O)C)C)C4(C1=CC(=O)CC4)C. Drug 2: CCCCCOC(=O)NC1=NC(=O)N(C=C1F)C2C(C(C(O2)C)O)O. Cell line: MCF7. Synergy scores: CSS=-9.36, Synergy_ZIP=3.66, Synergy_Bliss=0.0974, Synergy_Loewe=-11.5, Synergy_HSA=-10.9. (8) Drug 1: C#CCC(CC1=CN=C2C(=N1)C(=NC(=N2)N)N)C3=CC=C(C=C3)C(=O)NC(CCC(=O)O)C(=O)O. Drug 2: CC1C(C(CC(O1)OC2CC(CC3=C2C(=C4C(=C3O)C(=O)C5=CC=CC=C5C4=O)O)(C(=O)C)O)N)O. Cell line: HT29. Synergy scores: CSS=42.7, Synergy_ZIP=-2.32, Synergy_Bliss=-1.82, Synergy_Loewe=2.18, Synergy_HSA=3.72. (9) Drug 1: C1=NNC2=C1C(=O)NC=N2. Drug 2: CCC1(C2=C(COC1=O)C(=O)N3CC4=CC5=C(C=CC(=C5CN(C)C)O)N=C4C3=C2)O.Cl. Cell line: TK-10. Synergy scores: CSS=25.6, Synergy_ZIP=-7.16, Synergy_Bliss=-1.29, Synergy_Loewe=-27.9, Synergy_HSA=-0.391. (10) Drug 1: C1CC(C1)(C2=CC=C(C=C2)C3=C(C=C4C(=N3)C=CN5C4=NNC5=O)C6=CC=CC=C6)N. Drug 2: CCC1=C2N=C(C=C(N2N=C1)NCC3=C[N+](=CC=C3)[O-])N4CCCCC4CCO. Cell line: T-47D. Synergy scores: CSS=43.1, Synergy_ZIP=0.964, Synergy_Bliss=0.180, Synergy_Loewe=5.59, Synergy_HSA=7.94.